Dataset: Reaction yield outcomes from USPTO patents with 853,638 reactions. Task: Predict the reaction yield, written as a fraction of the theoretical maximum amount of product (1.0 means a 100% yield; for example, 0.34 means a 34% yield). The reactants are Cl.[CH2:2]([C:4]1[CH:9]=[CH:8][CH:7]=[C:6]([CH2:10][CH3:11])[C:5]=1[NH:12][C:13]([C:15]1[C:19]2[CH2:20][CH2:21][C:22]3[CH:23]=[N:24][C:25]([NH:28][CH:29]4[CH2:34][CH2:33][NH:32][CH2:31][CH2:30]4)=[N:26][C:27]=3[C:18]=2[N:17]([CH3:35])[N:16]=1)=[O:14])[CH3:3].CCN(C(C)C)C(C)C.[CH2:45](Br)[C:46]1[CH:51]=[CH:50][CH:49]=[CH:48][CH:47]=1. The catalyst is ClCCl. The product is [CH2:45]([N:32]1[CH2:31][CH2:30][CH:29]([NH:28][C:25]2[N:24]=[CH:23][C:22]3[CH2:21][CH2:20][C:19]4[C:15]([C:13]([NH:12][C:5]5[C:4]([CH2:2][CH3:3])=[CH:9][CH:8]=[CH:7][C:6]=5[CH2:10][CH3:11])=[O:14])=[N:16][N:17]([CH3:35])[C:18]=4[C:27]=3[N:26]=2)[CH2:34][CH2:33]1)[C:46]1[CH:51]=[CH:50][CH:49]=[CH:48][CH:47]=1. The yield is 0.750.